Dataset: Reaction yield outcomes from USPTO patents with 853,638 reactions. Task: Predict the reaction yield, written as a fraction of the theoretical maximum amount of product (1.0 means a 100% yield; for example, 0.34 means a 34% yield). (1) The reactants are [C:1]([C:4]1[CH:9]=[CH:8][CH:7]=[C:6]([CH3:10])[C:5]=1[NH:11][C:12](=O)[C:13]([O:15][CH2:16][CH3:17])=[O:14])(=[O:3])[NH2:2].[Si](Cl)(C)(C)C. The catalyst is ClCCCl. The product is [OH:3][C:1]1[C:4]2[C:5](=[C:6]([CH3:10])[CH:7]=[CH:8][CH:9]=2)[N:11]=[C:12]([C:13]([O:15][CH2:16][CH3:17])=[O:14])[N:2]=1. The yield is 0.720. (2) The product is [CH3:1][O:2][C:3]1[C:8]([N+:9]([O-:11])=[O:10])=[C:7]([O:12][CH3:13])[CH:6]=[CH:5][C:4]=1[C:16]#[C:15][C:17]1[CH:18]=[N:19][N:20]([CH3:22])[CH:21]=1. The reactants are [CH3:1][O:2][C:3]1[C:8]([N+:9]([O-:11])=[O:10])=[C:7]([O:12][CH3:13])[CH:6]=[CH:5][C:4]=1I.[C:15]([C:17]1[CH:18]=[N:19][N:20]([CH3:22])[CH:21]=1)#[CH:16].C(#N)C. The catalyst is Cl[Pd](Cl)([P](C1C=CC=CC=1)(C1C=CC=CC=1)C1C=CC=CC=1)[P](C1C=CC=CC=1)(C1C=CC=CC=1)C1C=CC=CC=1.[Cu]I.C(N(CC)CC)C. The yield is 0.710. (3) The reactants are [Cl:1][C:2]1[C:6]([C:7]([F:10])([F:9])[F:8])=[N:5][N:4]([CH3:11])[C:3]=1[C:12]1[CH:13]=[C:14]([NH2:20])[CH:15]=[CH:16][C:17]=1[O:18][CH3:19].[Cl:21][C:22]1[CH:27]=[CH:26][C:25]([N:28]=[C:29]=[O:30])=[CH:24][CH:23]=1. The catalyst is C(Cl)Cl. The product is [Cl:1][C:2]1[C:6]([C:7]([F:10])([F:8])[F:9])=[N:5][N:4]([CH3:11])[C:3]=1[C:12]1[CH:13]=[C:14]([NH:20][C:29]([NH:28][C:25]2[CH:26]=[CH:27][C:22]([Cl:21])=[CH:23][CH:24]=2)=[O:30])[CH:15]=[CH:16][C:17]=1[O:18][CH3:19]. The yield is 0.560. (4) The reactants are [CH:1]1[C:10]2[C:5](=[CH:6][CH:7]=[CH:8][CH:9]=2)[CH:4]=[CH:3][C:2]=1[C:11]([CH2:13][CH2:14][CH2:15][CH2:16][CH2:17][CH2:18][C:19]([OH:21])=O)=[O:12].[NH2:22][C:23]1[CH:30]=[CH:29][CH:28]=[CH:27][C:24]=1[CH2:25][NH2:26].[C:31]1(N)C=CC=C[C:32]=1N. No catalyst specified. The product is [NH2:22][C:23]1[CH:30]=[CH:29][CH:28]=[CH:27][C:24]=1[CH2:25][NH:26][C:19](=[O:21])[CH2:18][CH2:17][CH2:16][CH2:15][CH2:14][CH2:13][C:11]([C:2]1[CH:1]=[CH:10][C:5]([C:6]2[CH:7]=[CH:8][CH:9]=[CH:32][CH:31]=2)=[CH:4][CH:3]=1)=[O:12]. The yield is 0.320. (5) The yield is 0.410. The catalyst is C(O)(=O)C. The reactants are [NH2:1][C:2]1[C:6]([CH2:7][C:8]2[CH:13]=[CH:12][CH:11]=[C:10]([Cl:14])[C:9]=2[Cl:15])=[C:5]([OH:16])[N:4]([CH3:17])[N:3]=1.O=[C:19]([C:26]1[CH:31]=[CH:30][N:29]=[CH:28][CH:27]=1)[CH2:20][C:21](OCC)=[O:22]. The product is [Cl:15][C:9]1[C:10]([Cl:14])=[CH:11][CH:12]=[CH:13][C:8]=1[CH2:7][C:6]1[C:5](=[O:16])[N:4]([CH3:17])[N:3]2[C:21]([OH:22])=[CH:20][C:19]([C:26]3[CH:31]=[CH:30][N:29]=[CH:28][CH:27]=3)=[N:1][C:2]=12.